This data is from Peptide-MHC class II binding affinity with 134,281 pairs from IEDB. The task is: Regression. Given a peptide amino acid sequence and an MHC pseudo amino acid sequence, predict their binding affinity value. This is MHC class II binding data. The peptide sequence is QPQQPQQSFPQQQRP. The MHC is HLA-DQA10201-DQB10201 with pseudo-sequence HLA-DQA10201-DQB10202. The binding affinity (normalized) is 0.0847.